This data is from Aqueous solubility values for 9,982 compounds from the AqSolDB database. The task is: Regression/Classification. Given a drug SMILES string, predict its absorption, distribution, metabolism, or excretion properties. Task type varies by dataset: regression for continuous measurements (e.g., permeability, clearance, half-life) or binary classification for categorical outcomes (e.g., BBB penetration, CYP inhibition). For this dataset (solubility_aqsoldb), we predict Y. The molecule is CC(=O)N[C@@H](CC(C)C)C(=O)O. The Y is -1.33 log mol/L.